This data is from NCI-60 drug combinations with 297,098 pairs across 59 cell lines. The task is: Regression. Given two drug SMILES strings and cell line genomic features, predict the synergy score measuring deviation from expected non-interaction effect. (1) Drug 1: CC1(CCCN1)C2=NC3=C(C=CC=C3N2)C(=O)N. Drug 2: CCC1(C2=C(COC1=O)C(=O)N3CC4=CC5=C(C=CC(=C5CN(C)C)O)N=C4C3=C2)O. Cell line: SW-620. Synergy scores: CSS=56.9, Synergy_ZIP=2.04, Synergy_Bliss=-0.170, Synergy_Loewe=-19.7, Synergy_HSA=-0.353. (2) Drug 1: CC1CCC2CC(C(=CC=CC=CC(CC(C(=O)C(C(C(=CC(C(=O)CC(OC(=O)C3CCCCN3C(=O)C(=O)C1(O2)O)C(C)CC4CCC(C(C4)OC)OCCO)C)C)O)OC)C)C)C)OC. Drug 2: C1C(C(OC1N2C=NC(=NC2=O)N)CO)O. Cell line: K-562. Synergy scores: CSS=37.2, Synergy_ZIP=4.24, Synergy_Bliss=5.84, Synergy_Loewe=10.6, Synergy_HSA=11.0. (3) Drug 1: C1=CC(=CC=C1CCC2=CNC3=C2C(=O)NC(=N3)N)C(=O)NC(CCC(=O)O)C(=O)O. Drug 2: C1CN1P(=S)(N2CC2)N3CC3. Cell line: HT29. Synergy scores: CSS=42.2, Synergy_ZIP=0.918, Synergy_Bliss=2.88, Synergy_Loewe=-6.56, Synergy_HSA=4.39. (4) Drug 1: CN(CC1=CN=C2C(=N1)C(=NC(=N2)N)N)C3=CC=C(C=C3)C(=O)NC(CCC(=O)O)C(=O)O. Drug 2: CCN(CC)CCCC(C)NC1=C2C=C(C=CC2=NC3=C1C=CC(=C3)Cl)OC. Cell line: HOP-92. Synergy scores: CSS=22.2, Synergy_ZIP=-10.5, Synergy_Bliss=-4.22, Synergy_Loewe=-5.74, Synergy_HSA=-4.89.